From a dataset of Forward reaction prediction with 1.9M reactions from USPTO patents (1976-2016). Predict the product of the given reaction. (1) Given the reactants [Br:1][C:2]1[CH:17]=[C:16]([Cl:18])[CH:15]=[CH:14][C:3]=1[O:4][C@@H:5]([CH3:13])[CH2:6][CH2:7][O:8]S(C)(=O)=O.[CH3:19][O:20][C:21](=[O:32])[CH2:22][CH2:23][C:24]1[CH:29]=[CH:28][C:27](O)=[CH:26][C:25]=1[CH3:31], predict the reaction product. The product is: [CH3:19][O:20][C:21](=[O:32])[CH2:22][CH2:23][C:24]1[CH:29]=[CH:28][C:27]([O:8][CH2:7][CH2:6][C@@H:5]([O:4][C:3]2[CH:14]=[CH:15][C:16]([Cl:18])=[CH:17][C:2]=2[Br:1])[CH3:13])=[CH:26][C:25]=1[CH3:31]. (2) Given the reactants [C:1]([NH:4][C@@:5]1([C:13]([NH:15][C:16]([CH3:19])([CH3:18])[CH3:17])=[O:14])[CH2:9][CH2:8][CH2:7][C@@H:6]1[CH2:10][CH:11]=[CH2:12])(=[O:3])[CH3:2].[CH3:20][C:21]1([CH3:28])[C:25]([CH3:27])([CH3:26])[O:24][BH:23][O:22]1.O, predict the reaction product. The product is: [C:1]([NH:4][C@@:5]1([C:13]([NH:15][C:16]([CH3:19])([CH3:18])[CH3:17])=[O:14])[CH2:9][CH2:8][CH2:7][C@@H:6]1[CH2:10][CH2:11][CH2:12][B:23]1[O:24][C:25]([CH3:27])([CH3:26])[C:21]([CH3:28])([CH3:20])[O:22]1)(=[O:3])[CH3:2]. (3) Given the reactants [CH:1]1([N:4]2[C:8]3[C:9]([O:29][C@@H:30]([C@H:32]4[CH2:36][NH:35][C:34](=[O:37])[CH2:33]4)[CH3:31])=[N:10][C:11]([C:13]4[CH:18]=[CH:17][C:16](C5CCN(C6COC6)CC5)=[CH:15][CH:14]=4)=[CH:12][C:7]=3[N:6]=[CH:5]2)[CH2:3][CH2:2]1.CC1(C)C(C)(C)OB(C2C=CC([N:52]3[CH2:57][CH:56]4[CH2:58][CH:54]([N:55]4[C:59]([O:61][C:62]([CH3:65])([CH3:64])[CH3:63])=[O:60])[CH2:53]3)=CC=2)O1, predict the reaction product. The product is: [CH:1]1([N:4]2[C:8]3[C:9]([O:29][C@@H:30]([C@@H:32]4[CH2:33][C:34](=[O:37])[NH:35][CH2:36]4)[CH3:31])=[N:10][C:11]([C:13]4[CH:14]=[CH:15][C:16]([N:52]5[CH2:53][CH:54]6[CH2:58][CH:56]([N:55]6[C:59]([O:61][C:62]([CH3:65])([CH3:64])[CH3:63])=[O:60])[CH2:57]5)=[CH:17][CH:18]=4)=[CH:12][C:7]=3[N:6]=[CH:5]2)[CH2:3][CH2:2]1. (4) Given the reactants CC1C=CC(C([O:8][C@H:9]2[CH2:13][C@H:12]([N:14]3[C:18]4[N:19]=[CH:20][N:21]=[C:22](Cl)[C:17]=4[C:16]([I:24])=[CH:15]3)[O:11][C@@H:10]2[CH2:25][O:26]C(=O)C2C=CC(C)=CC=2)=O)=CC=1.[NH3:38], predict the reaction product. The product is: [NH2:38][C:22]1[C:17]2[C:16]([I:24])=[CH:15][N:14]([C@@H:12]3[O:11][C@H:10]([CH2:25][OH:26])[C@@H:9]([OH:8])[CH2:13]3)[C:18]=2[N:19]=[CH:20][N:21]=1. (5) Given the reactants [F:1][C:2]1[CH:7]=[CH:6][C:5]([F:8])=[CH:4][C:3]=1[C@@:9]([OH:21])([CH2:15][N:16]1[CH:20]=[N:19][CH:18]=[N:17]1)[C@@H:10]([CH3:14])[C:11]([NH2:13])=O.O=P(Cl)(Cl)Cl, predict the reaction product. The product is: [F:1][C:2]1[CH:7]=[CH:6][C:5]([F:8])=[CH:4][C:3]=1[C@@:9]([OH:21])([CH2:15][N:16]1[CH:20]=[N:19][CH:18]=[N:17]1)[C@H:10]([CH3:14])[C:11]#[N:13]. (6) Given the reactants [CH3:1][O:2][C:3](=[O:22])[C:4]1[CH:13]=[CH:12][C:11]([O:14][C:15]2[CH:20]=[CH:19][CH:18]=[CH:17][C:16]=2[NH2:21])=[C:6]([C:7]([O:9][CH3:10])=[O:8])[CH:5]=1.[N+:23]([C:26]1[CH:27]=[C:28]([CH:32]=[CH:33][CH:34]=1)[C:29](Cl)=[O:30])([O-:25])=[O:24], predict the reaction product. The product is: [CH3:1][O:2][C:3](=[O:22])[C:4]1[CH:13]=[CH:12][C:11]([O:14][C:15]2[CH:20]=[CH:19][CH:18]=[CH:17][C:16]=2[NH:21][C:29](=[O:30])[C:28]2[CH:32]=[CH:33][CH:34]=[C:26]([N+:23]([O-:25])=[O:24])[CH:27]=2)=[C:6]([C:7]([O:9][CH3:10])=[O:8])[CH:5]=1.